Dataset: NCI-60 drug combinations with 297,098 pairs across 59 cell lines. Task: Regression. Given two drug SMILES strings and cell line genomic features, predict the synergy score measuring deviation from expected non-interaction effect. (1) Drug 2: CC1=C(C(CCC1)(C)C)C=CC(=CC=CC(=CC(=O)O)C)C. Synergy scores: CSS=1.21, Synergy_ZIP=-0.678, Synergy_Bliss=-1.17, Synergy_Loewe=-1.93, Synergy_HSA=-1.80. Drug 1: CC1=CC=C(C=C1)C2=CC(=NN2C3=CC=C(C=C3)S(=O)(=O)N)C(F)(F)F. Cell line: IGROV1. (2) Drug 1: CC1(CCCN1)C2=NC3=C(C=CC=C3N2)C(=O)N. Drug 2: CCC1(C2=C(COC1=O)C(=O)N3CC4=CC5=C(C=CC(=C5CN(C)C)O)N=C4C3=C2)O. Cell line: HCT116. Synergy scores: CSS=40.0, Synergy_ZIP=1.24, Synergy_Bliss=-2.06, Synergy_Loewe=-34.0, Synergy_HSA=-1.23. (3) Drug 1: CCN(CC)CCCC(C)NC1=C2C=C(C=CC2=NC3=C1C=CC(=C3)Cl)OC. Drug 2: C1CCC(C(C1)N)N.C(=O)(C(=O)[O-])[O-].[Pt+4]. Cell line: HCT116. Synergy scores: CSS=73.8, Synergy_ZIP=9.65, Synergy_Bliss=9.72, Synergy_Loewe=4.12, Synergy_HSA=12.4. (4) Drug 1: CCCS(=O)(=O)NC1=C(C(=C(C=C1)F)C(=O)C2=CNC3=C2C=C(C=N3)C4=CC=C(C=C4)Cl)F. Drug 2: CCCCCOC(=O)NC1=NC(=O)N(C=C1F)C2C(C(C(O2)C)O)O. Cell line: HOP-62. Synergy scores: CSS=0.718, Synergy_ZIP=0.826, Synergy_Bliss=0.159, Synergy_Loewe=-5.26, Synergy_HSA=-2.82. (5) Drug 1: CN1C(=O)N2C=NC(=C2N=N1)C(=O)N. Drug 2: CN(CCCl)CCCl.Cl. Cell line: U251. Synergy scores: CSS=27.2, Synergy_ZIP=-4.62, Synergy_Bliss=1.62, Synergy_Loewe=2.38, Synergy_HSA=2.83. (6) Drug 1: COC1=C(C=C2C(=C1)N=CN=C2NC3=CC(=C(C=C3)F)Cl)OCCCN4CCOCC4. Drug 2: C1CC(=O)NC(=O)C1N2C(=O)C3=CC=CC=C3C2=O. Cell line: TK-10. Synergy scores: CSS=26.2, Synergy_ZIP=-0.474, Synergy_Bliss=-1.61, Synergy_Loewe=-14.6, Synergy_HSA=-0.635. (7) Drug 1: C1=CC(=CC=C1CCCC(=O)O)N(CCCl)CCCl. Drug 2: CC12CCC3C(C1CCC2O)C(CC4=C3C=CC(=C4)O)CCCCCCCCCS(=O)CCCC(C(F)(F)F)(F)F. Cell line: A498. Synergy scores: CSS=22.7, Synergy_ZIP=-6.97, Synergy_Bliss=-4.27, Synergy_Loewe=-3.30, Synergy_HSA=-3.22.